Dataset: Reaction yield outcomes from USPTO patents with 853,638 reactions. Task: Predict the reaction yield, written as a fraction of the theoretical maximum amount of product (1.0 means a 100% yield; for example, 0.34 means a 34% yield). (1) The reactants are [Br:1][C:2]1[CH:3]=[C:4]2[C:15](=O)[C:14]3[C:9](=[CH:10][CH:11]=[C:12]([I:17])[CH:13]=3)[O:8][C:5]2=[N:6][CH:7]=1.[I-].C[S+](C)C.C[C:24](C)([O-:26])C.[Li+].C[Si]([N:33]=[N+]=[N-])(C)C.[H-].[H-].[H-].[H-].[Li+].[Al+3].O.O.O.O.O.O.O.O.O.O.S([O-])([O-])(=O)=O.[Na+].[Na+]. The catalyst is CS(C)=O. The product is [NH2:33][C:15]1([CH2:24][OH:26])[C:4]2[C:5](=[N:6][CH:7]=[C:2]([Br:1])[CH:3]=2)[O:8][C:9]2[C:14]1=[CH:13][C:12]([I:17])=[CH:11][CH:10]=2. The yield is 0.408. (2) The reactants are [C:1]1([CH2:7][OH:8])[CH:6]=[CH:5][CH:4]=[CH:3][CH:2]=1.[H-].[Na+].[Cl:11][C:12]1[N:13]=[N:14][C:15](Cl)=[CH:16][C:17]=1Cl.[OH2:20]. The catalyst is O1CCCC1. The product is [CH2:7]([O:8][C:15]1[N:14]=[N:13][C:12]([Cl:11])=[CH:17][C:16]=1[O:20][CH2:7][C:1]1[CH:6]=[CH:5][CH:4]=[CH:3][CH:2]=1)[C:1]1[CH:6]=[CH:5][CH:4]=[CH:3][CH:2]=1. The yield is 0.390.